Dataset: Catalyst prediction with 721,799 reactions and 888 catalyst types from USPTO. Task: Predict which catalyst facilitates the given reaction. Reactant: C[N:2]1[CH2:7][CH:6]=[C:5]([C:8]([O:10][CH2:11][CH3:12])=[O:9])[CH2:4][CH2:3]1.C(N(C(C)C)CC)(C)C.Cl[C:23]([O:25][CH2:26][CH3:27])=[O:24].C(=O)([O-])O.[Na+]. Product: [CH2:26]([O:25][C:23]([N:2]1[CH2:3][CH:4]=[C:5]([C:8]([O:10][CH2:11][CH3:12])=[O:9])[CH2:6][CH2:7]1)=[O:24])[CH3:27]. The catalyst class is: 48.